From a dataset of Experimentally validated miRNA-target interactions with 360,000+ pairs, plus equal number of negative samples. Binary Classification. Given a miRNA mature sequence and a target amino acid sequence, predict their likelihood of interaction. (1) The miRNA is mmu-miR-344-3p with sequence UGAUCUAGCCAAAGCCUGACUGU. The protein sequence of the target gene is MAEGGFDPCECVCSHEHAMRRLINLLRQSQSYCTDTECLQELPGPSGDNGISVTMILVAWMVIALILFLLRPPNLRGSSLPGKPTSPHNGQDPPAPPVD. Result: 0 (no interaction). (2) The miRNA is mmu-miR-3087-3p with sequence UAACUCACUGUCAUGUCCUCA. The protein sequence of the target gene is MSQAVQTNGTQPLSKTWELSLYELQRTPQEAITDGLEIVVSPRSLHSELMCPICLDMLKNTMTTKECLHRFCADCIITALRSGNKECPTCRKKLVSKRSLRPDPNFDALISKIYPSRDEYEAHQERVLARINKHNNQQALSHSIEEGLKIQAMNRLQRGKKQQIENGSGAEDNGDSSHCSNASTHSNQEAGPSNKRTKTSDDSGLELDNNNAAVAIDPVMDGASEIELVFRPHPTLMEKDDSAQTRYIKTSGNATVDHLSKYLAVRLALEELRSKGESNQMNLDTASEKQYTIYIATASG.... Result: 0 (no interaction). (3) The miRNA is hsa-miR-210-5p with sequence AGCCCCUGCCCACCGCACACUG. The protein sequence of the target gene is MPAAMLPYACVLVLLGAHTAPAAGEAGGSCLRWEPHCQQPLPDRVPSTAILPPRLNGPWISTGCEVRPGPEFLTRAYTFYPSRLFRAHQFYYEDPFCGEPAHSLLVKGKVRLRRASWVTRGATEADYHLHKVGIVFHSRRALVDVTGRLNQTRAGRDCARRLPPARAWLPGALYELRSARAQGDCLEALGLTMHELSLVRVQRRLQPQPRASPRLVEELYLGDIHTDPAERRHYRPTGYQRPLQSALHHVQPCPACGLIARSDVHHPPVLPPPLALPLHLGGWWVSSGCEVRPAVLFLTR.... Result: 0 (no interaction). (4) The miRNA is mmu-miR-935 with sequence CCCAGUUACCGCUUCCGCUACCGC. The protein sequence of the target gene is MLLFFTLGLLIHFVFFASIFDIYFTSPLVHGMTPQFTPLPPPARRLVLFVADGLRADALYELDENGNSRAPFIRNIIMHEGSWGISHTRVPTESRPGHVALIAGFYEDVSAVAKGWKENPVEFDSLFNESKYTWSWGSPDILPMFAKGASGDHVYTYSYDAKREDFGAQDATKLDTWVFDNVKDFFHHARNNQSLFSKINEEKIVFFLHLLGIDTNGHAHRPSSRDYKHNIKKVDDGVKEIVSMFNHFYGNDGKTTFIFTSDHGMTDWGSHGAGHPSETLTPLVTWGAGIKYPQRVSAQQ.... Result: 0 (no interaction). (5) The miRNA is cel-miR-797-5p with sequence UAUCACAGCAAUCACAAUGAGAAGA. The protein sequence of the target gene is MGRRPARCYRYCKNKPYPKSRFCRGVPDAKIRIFDLGRKKAKVDEFPLGGHMVSDEYEQLSSEALEAARICANKYMVKSCGRDGFHMRVRLHPFHVIRINKMLSCAGADRLQTGMRGAFGKPQGTVARVHIGQVIMSIRTKLQNEEHVIEALRRAKFKFPGRQKIHISKKWGFTKFNADEFEDMVAKKCLIPDGCGVKYVPSHGPLDKWRVLHS. Result: 0 (no interaction). (6) The miRNA is hsa-miR-98-5p with sequence UGAGGUAGUAAGUUGUAUUGUU. The protein sequence of the target gene is MSFEGGHGGSRCRGAESGDAEPPPQPPPPPPPTPPPGEPAPVPAAPRYLPPLPASPETPERAAGPSEPLGEVAPRCRGADELPPPPLPLQPAGQEVAAAGDSGEGPRRLPEAAAAKGGPGESEAGAGGERERRGAGDQPETRSVCSSRSSSSGGGDQRAGHQHQHHQPICKICFQGAEQGELLNPCRCDGSVRYTHQLCLLKWISERGSWTCELCCYRYHVIAIKMKQPCQWQSISITLVEKVQMIAVILGSLFLIASVTWLLWSAFSPYAVWQRKDILFQICYGMYGFMDLVCIGLIVH.... Result: 0 (no interaction). (7) The miRNA is mmu-miR-326-3p with sequence CCUCUGGGCCCUUCCUCCAGU. The protein sequence of the target gene is MLAFAARTVVKPLGLLKPSSLMKVSGRFKAHQDALPRLPVPPLQQSLDYYLKALQPIVSEEEWAHTKQLVDEFQTSGGVGERLQKGLERRAKKMENWLSEWWLKTAYLQFRQPVVIYSSPGVILPKQDFVDLQGQLRFAAKLIEGVLDFKSMIDNETLPVEFLGGQPLCMNQYYQILSSCRVPGPKQDSVVNFLKSKRPPTHITVVHNYQFFELDVYHSDGTPLTSDQIFVQLEKIWNSSLQSNKEPVGILTSNHRNTWAKAYNNLIKDKVNRESVNSIQKSIFTVCLDKQVPRVSDDVY.... Result: 0 (no interaction).